From a dataset of Forward reaction prediction with 1.9M reactions from USPTO patents (1976-2016). Predict the product of the given reaction. (1) Given the reactants [F:1][C:2]1[CH:11]=[C:10]2[C:5]([CH:6]=[CH:7][CH:8]=[N:9]2)=[CH:4][C:3]=1[CH2:12][C:13]1[N:17]2[N:18]=[C:19]([C:22]3[CH:23]=[N:24][NH:25][CH:26]=3)[CH:20]=[CH:21][C:16]2=[N:15][CH:14]=1.Cl.Cl[CH2:29][CH2:30][N:31]1[CH2:35][CH2:34][CH2:33][CH2:32]1.C([O-])([O-])=O.[Cs+].[Cs+], predict the reaction product. The product is: [F:1][C:2]1[CH:11]=[C:10]2[C:5]([CH:6]=[CH:7][CH:8]=[N:9]2)=[CH:4][C:3]=1[CH2:12][C:13]1[N:17]2[N:18]=[C:19]([C:22]3[CH:23]=[N:24][N:25]([CH2:29][CH2:30][N:31]4[CH2:35][CH2:34][CH2:33][CH2:32]4)[CH:26]=3)[CH:20]=[CH:21][C:16]2=[N:15][CH:14]=1. (2) Given the reactants C=O.C(O)=O.[Br:6][C:7]1[CH:13]=[CH:12][C:10](N)=[C:9](C)[C:8]=1[N+:15]([O-:17])=[O:16].[CH3:18][N:19]([CH:21]=O)[CH3:20], predict the reaction product. The product is: [CH3:18][N:19]([CH3:20])[C:21]1[CH:12]=[CH:13][C:7]([Br:6])=[C:8]([N+:15]([O-:17])=[O:16])[C:9]=1[CH3:10]. (3) The product is: [C:25]([O:29][C:30]([N:4]1[C@H:5]([C:6]2[CH:11]=[CH:10][CH:9]=[CH:8][CH:7]=2)[C@H:2]([O:1][C:15]([O:14][CH3:13])([CH3:17])[CH3:16])[C:3]1=[O:12])=[O:31])([CH3:27])([CH3:28])[CH3:26]. Given the reactants [OH:1][C@H:2]1[C@@H:5]([C:6]2[CH:11]=[CH:10][CH:9]=[CH:8][CH:7]=2)[NH:4][C:3]1=[O:12].[CH3:13][O:14][C:15](=[CH2:17])[CH3:16].C(N(CC)CC)C.[C:25]([O:29][C:30](O[C:30]([O:29][C:25]([CH3:28])([CH3:27])[CH3:26])=[O:31])=[O:31])([CH3:28])([CH3:27])[CH3:26], predict the reaction product. (4) The product is: [C:1]([O:5][C:6](=[O:21])[N:7]([C:14]1[CH:15]=[N:16][CH:17]=[CH:18][C:19]=1[C:26]1[CH:27]=[CH:28][C:23]([F:22])=[CH:24][C:25]=1[O:32][CH3:33])[CH2:8][C:9]1[O:10][CH:11]=[CH:12][N:13]=1)([CH3:4])([CH3:3])[CH3:2]. Given the reactants [C:1]([O:5][C:6](=[O:21])[N:7]([C:14]1[CH:15]=[N:16][CH:17]=[CH:18][C:19]=1I)[CH2:8][C:9]1[O:10][CH:11]=[CH:12][N:13]=1)([CH3:4])([CH3:3])[CH3:2].[F:22][C:23]1[CH:28]=[CH:27][C:26](B(O)O)=[C:25]([O:32][CH3:33])[CH:24]=1, predict the reaction product.